This data is from NCI-60 drug combinations with 297,098 pairs across 59 cell lines. The task is: Regression. Given two drug SMILES strings and cell line genomic features, predict the synergy score measuring deviation from expected non-interaction effect. (1) Drug 1: CC(CN1CC(=O)NC(=O)C1)N2CC(=O)NC(=O)C2. Drug 2: C1=CC=C(C(=C1)C(C2=CC=C(C=C2)Cl)C(Cl)Cl)Cl. Cell line: OVCAR-4. Synergy scores: CSS=18.9, Synergy_ZIP=-2.57, Synergy_Bliss=2.71, Synergy_Loewe=3.54, Synergy_HSA=3.97. (2) Drug 1: C1=NC2=C(N=C(N=C2N1C3C(C(C(O3)CO)O)O)F)N. Synergy scores: CSS=0.689, Synergy_ZIP=0.692, Synergy_Bliss=-4.65, Synergy_Loewe=-3.16, Synergy_HSA=-9.12. Drug 2: C1CC(=O)NC(=O)C1N2C(=O)C3=CC=CC=C3C2=O. Cell line: OVCAR3.